From a dataset of Catalyst prediction with 721,799 reactions and 888 catalyst types from USPTO. Predict which catalyst facilitates the given reaction. (1) Reactant: [N:1]1([C:11]2[CH:20]=[CH:19][C:14]([C:15]([O:17][CH3:18])=[O:16])=[CH:13][CH:12]=2)[C:10]2[C:5](=[CH:6][CH:7]=[CH:8][CH:9]=2)[NH:4][CH2:3][CH2:2]1.ClCCl.ClC(Cl)(O[C:28](=[O:34])OC(Cl)(Cl)Cl)Cl.Cl.Cl.[NH:38]1[CH2:42][CH2:41][CH:40]([C:43]2[CH:44]=[N:45][NH:46][CH:47]=2)[CH2:39]1. Product: [NH:45]1[CH:44]=[C:43]([CH:40]2[CH2:41][CH2:42][N:38]([C:28]([N:4]3[C:5]4[C:10](=[CH:9][CH:8]=[CH:7][CH:6]=4)[N:1]([C:11]4[CH:20]=[CH:19][C:14]([C:15]([O:17][CH3:18])=[O:16])=[CH:13][CH:12]=4)[CH2:2][CH2:3]3)=[O:34])[CH2:39]2)[CH:47]=[N:46]1. The catalyst class is: 66. (2) Reactant: Cl.[CH2:2]([O:4][C:5](=[O:10])[C@H:6]([CH2:8][SH:9])[NH2:7])[CH3:3].[C:11](Cl)([C:24]1[CH:29]=[CH:28][CH:27]=[CH:26][CH:25]=1)([C:18]1[CH:23]=[CH:22][CH:21]=[CH:20][CH:19]=1)[C:12]1[CH:17]=[CH:16][CH:15]=[CH:14][CH:13]=1. Product: [CH2:2]([O:4][C:5](=[O:10])[C@H:6]([CH2:8][S:9][C:11]([C:12]1[CH:17]=[CH:16][CH:15]=[CH:14][CH:13]=1)([C:24]1[CH:25]=[CH:26][CH:27]=[CH:28][CH:29]=1)[C:18]1[CH:19]=[CH:20][CH:21]=[CH:22][CH:23]=1)[NH2:7])[CH3:3]. The catalyst class is: 3. (3) Reactant: [Br:1][C:2]1[CH:7]=[CH:6][C:5]([C@H:8]([C:20]2[CH:25]=[CH:24][CH:23]=[CH:22][C:21]=2[CH3:26])[CH2:9][C:10]([C:12]2[CH:13]=[CH:14][C:15](=[O:19])[N:16]([CH3:18])[CH:17]=2)=[O:11])=[CH:4][CH:3]=1.N1C=CC=CC=1.[Br:33]Br.C(OCC)(=O)C. Product: [Br:33][C:14]1[C:15](=[O:19])[N:16]([CH3:18])[CH:17]=[C:12]([C:10](=[O:11])[CH2:9][C@H:8]([C:5]2[CH:4]=[CH:3][C:2]([Br:1])=[CH:7][CH:6]=2)[C:20]2[CH:25]=[CH:24][CH:23]=[CH:22][C:21]=2[CH3:26])[CH:13]=1. The catalyst class is: 3. (4) Product: [Cl:8][C:9]1[CH:10]=[C:11]2[C:16](=[C:17]([C:19]([NH:5][S:2]([CH3:1])(=[O:4])=[O:3])=[O:20])[CH:18]=1)[NH:15][CH:14]([C:22]1[CH:27]=[CH:26][CH:25]=[C:24]([N:28]3[CH2:32][CH2:31][O:30][C:29]3=[O:33])[CH:23]=1)[CH2:13][C:12]2([CH3:35])[CH3:34]. Reactant: [CH3:1][S:2]([NH2:5])(=[O:4])=[O:3].[H-].[Na+].[Cl:8][C:9]1[CH:10]=[C:11]2[C:16](=[C:17]([C:19](O)=[O:20])[CH:18]=1)[NH:15][CH:14]([C:22]1[CH:27]=[CH:26][CH:25]=[C:24]([N:28]3[CH2:32][CH2:31][O:30][C:29]3=[O:33])[CH:23]=1)[CH2:13][C:12]2([CH3:35])[CH3:34].C(N1C=CN=C1)(N1C=CN=C1)=O. The catalyst class is: 35. (5) Reactant: [CH2:1]([C:3]1[CH:8]=[C:7]([CH3:9])[CH:6]=[C:5]([CH2:10][CH3:11])[C:4]=1[C:12](=[O:24])[C:13]([NH:15][N:16]=[CH:17][C:18]1[CH:23]=[CH:22][CH:21]=[CH:20][CH:19]=1)=[O:14])[CH3:2].[CH3:25]C(C)=O.[C:29](=O)([O-])[O-].[K+].[K+].S(OC)(OC)(=O)=O. Product: [CH2:1]([C:3]1[CH:8]=[C:7]([CH3:9])[CH:6]=[C:5]([CH2:10][CH3:11])[C:4]=1[C:12](=[O:24])[C:13]([N:15]([CH3:25])[N:16]=[CH:17][C:18]1[CH:19]=[CH:20][CH:21]=[CH:22][CH:23]=1)=[O:14])[CH3:2].[CH2:1]([C:3]1[CH:8]=[C:7]([CH3:9])[CH:6]=[C:5]([CH2:10][CH3:11])[C:4]=1[C:12](=[O:24])[C:13](=[N:15][N:16]=[CH:17][C:18]1[CH:19]=[CH:20][CH:21]=[CH:22][CH:23]=1)[O:14][CH3:29])[CH3:2]. The catalyst class is: 6. (6) Reactant: [CH3:1][C:2]1[CH:14]=[CH:13][C:12]2[NH:11][C:10]3[CH2:9][CH2:8][N:7]4[CH2:15][CH2:16][CH2:17][CH:6]4[C:5]=3[C:4]=2[CH:3]=1.[H-].[Na+].[CH3:20][C:21]1[CH:26]=[CH:25][C:24]([CH:27]2[CH2:29][O:28]2)=[CH:23][N:22]=1. Product: [CH3:1][C:2]1[CH:14]=[CH:13][C:12]2[N:11]([CH2:29][CH:27]([C:24]3[CH:23]=[N:22][C:21]([CH3:20])=[CH:26][CH:25]=3)[OH:28])[C:10]3[CH2:9][CH2:8][N:7]4[CH2:15][CH2:16][CH2:17][CH:6]4[C:5]=3[C:4]=2[CH:3]=1. The catalyst class is: 3. (7) Reactant: [C:1]12([NH:11][CH2:12][C:13]3[CH:14]=[C:15](/[CH:19]=[CH:20]/[C:21](O)=[O:22])[N:16]([CH3:18])[CH:17]=3)[CH2:10][CH:5]3[CH2:6][CH:7]([CH2:9][CH:3]([CH2:4]3)[CH2:2]1)[CH2:8]2.CCN=C=NCCCN(C)C.[CH:35]1[CH:36]=[CH:37][C:38]2[N:43](O)N=[N:41][C:39]=2[CH:40]=1.C1(N)C=CC=CC=1N.C(N(CC)CC)C. Product: [NH2:41][C:39]1[CH:40]=[CH:35][CH:36]=[CH:37][C:38]=1[NH:43][C:21](=[O:22])/[CH:20]=[CH:19]/[C:15]1[N:16]([CH3:18])[CH:17]=[C:13]([CH2:12][NH:11][C:1]23[CH2:10][CH:5]4[CH2:6][CH:7]([CH2:9][CH:3]([CH2:4]4)[CH2:2]2)[CH2:8]3)[CH:14]=1. The catalyst class is: 18. (8) Reactant: [Br:1][C:2]1[C:3](F)=[C:4]2[C:10]([NH:11][C:12]([C:14]3[N:15]=[C:16]([CH3:19])[O:17][CH:18]=3)=[O:13])=[CH:9][NH:8][C:5]2=[N:6][CH:7]=1.[NH:21]1[CH2:26][CH2:25][CH2:24][C@@H:23]([NH:27][C:28](=[O:34])[O:29][C:30]([CH3:33])([CH3:32])[CH3:31])[CH2:22]1. Product: [Br:1][C:2]1[C:3]([N:21]2[CH2:26][CH2:25][CH2:24][C@@H:23]([NH:27][C:28](=[O:34])[O:29][C:30]([CH3:32])([CH3:31])[CH3:33])[CH2:22]2)=[C:4]2[C:10]([NH:11][C:12]([C:14]3[N:15]=[C:16]([CH3:19])[O:17][CH:18]=3)=[O:13])=[CH:9][NH:8][C:5]2=[N:6][CH:7]=1. The catalyst class is: 114. (9) Reactant: F[C:2](F)(F)[C:3](O)=O.[CH3:8][O:9][C:10]([C:12]1[CH:13]=[C:14]([CH3:40])[C:15]2[O:21][C:20]3[C:22]([Cl:36])=[CH:23][C:24]([NH:26][CH2:27][CH2:28][NH:29][CH2:30][C:31]4[O:32][CH:33]=[CH:34][CH:35]=4)=[CH:25][C:19]=3[CH2:18][S:17](=[O:38])(=[O:37])[C:16]=2[CH:39]=1)=[O:11].[CH:41](=O)[CH3:42].C([BH3-])#N.[Na+]. Product: [CH3:8][O:9][C:10]([C:12]1[CH:13]=[C:14]([CH3:40])[C:15]2[O:21][C:20]3[C:22]([Cl:36])=[CH:23][C:24]([N:26]([CH2:2][CH3:3])[CH2:27][CH2:28][N:29]([CH2:41][CH3:42])[CH2:30][C:31]4[O:32][CH:33]=[CH:34][CH:35]=4)=[CH:25][C:19]=3[CH2:18][S:17](=[O:38])(=[O:37])[C:16]=2[CH:39]=1)=[O:11]. The catalyst class is: 24.